This data is from Full USPTO retrosynthesis dataset with 1.9M reactions from patents (1976-2016). The task is: Predict the reactants needed to synthesize the given product. (1) Given the product [NH2:3][CH2:6][CH2:7][O:15][C:16]1[CH:17]=[CH:18][C:19]([CH2:22][CH:23]([CH2:29][CH2:30][O:31][C:32]2[CH:33]=[CH:34][CH:35]=[CH:36][CH:37]=2)[C:24]([O:26][CH2:27][CH3:28])=[O:25])=[CH:20][CH:21]=1, predict the reactants needed to synthesize it. The reactants are: C([N:3]([CH2:6][CH3:7])CC)C.CS(OCC[O:15][C:16]1[CH:21]=[CH:20][C:19]([CH2:22][CH:23]([CH2:29][CH2:30][O:31][C:32]2[CH:37]=[CH:36][CH:35]=[CH:34][CH:33]=2)[C:24]([O:26][CH2:27][CH3:28])=[O:25])=[CH:18][CH:17]=1)(=O)=O.CS(Cl)(=O)=O.OCCOC1C=CC(CC(CCOC2C=CC=CC=2)C(OCC)=O)=CC=1. (2) Given the product [NH:8]1[CH2:13][CH2:12][CH2:11][CH:10]([NH:14][C:15]2[CH:16]=[C:17]3[C:22](=[CH:23][CH:24]=2)[C:21]([NH2:25])=[N:20][CH:19]=[CH:18]3)[CH2:9]1, predict the reactants needed to synthesize it. The reactants are: C(OC([N:8]1[CH2:13][CH2:12][CH2:11][CH:10]([NH:14][C:15]2[CH:16]=[C:17]3[C:22](=[CH:23][CH:24]=2)[C:21]([NH2:25])=[N:20][CH:19]=[CH:18]3)[CH2:9]1)=O)(C)(C)C.